Dataset: Reaction yield outcomes from USPTO patents with 853,638 reactions. Task: Predict the reaction yield, written as a fraction of the theoretical maximum amount of product (1.0 means a 100% yield; for example, 0.34 means a 34% yield). (1) The reactants are [F:1][C:2]1[CH:7]=[CH:6][CH:5]=[CH:4][C:3]=1[C:8]1[C:13]([N+:14]([O-])=O)=[CH:12][CH:11]=[C:10]([N:17]2[CH2:22][CH2:21][N:20]([CH3:23])[CH2:19][CH2:18]2)[CH:9]=1.[C:24]([C:26]1[O:30][C:29]([C:31](O)=[O:32])=[CH:28][CH:27]=1)#[N:25].C(Cl)(=O)C(Cl)=O.CCN(C(C)C)C(C)C. The catalyst is [Pd].CO.ClCCl.CN(C=O)C. The product is [F:1][C:2]1[CH:7]=[CH:6][CH:5]=[CH:4][C:3]=1[C:8]1[CH:9]=[C:10]([N:17]2[CH2:22][CH2:21][N:20]([CH3:23])[CH2:19][CH2:18]2)[CH:11]=[CH:12][C:13]=1[NH:14][C:31]([C:29]1[O:30][C:26]([C:24]#[N:25])=[CH:27][CH:28]=1)=[O:32]. The yield is 0.770. (2) The reactants are Br[C:2]1[C:7]([F:8])=[CH:6][C:5]([N:9]2[C:13]([CH2:14][C@@H:15]3[CH2:19][CH2:18][N:17]([C:20]([CH:22]4[CH2:24][CH2:23]4)=[O:21])[CH2:16]3)=[N:12][NH:11][C:10]2=[O:25])=[C:4]([F:26])[CH:3]=1.CC1(C)C(C)(C)OB([C:35]2[CH:36]=[CH:37][C:38]3[O:42][CH:41]=[CH:40][C:39]=3[CH:43]=2)O1.C(=O)([O-])[O-].[Cs+].[Cs+]. The catalyst is C1C=CC(P(C2C=CC=CC=2)[C-]2C=CC=C2)=CC=1.C1C=CC(P(C2C=CC=CC=2)[C-]2C=CC=C2)=CC=1.Cl[Pd]Cl.[Fe+2].ClCCl. The product is [O:42]1[C:38]2[CH:37]=[CH:36][C:35]([C:2]3[C:7]([F:8])=[CH:6][C:5]([N:9]4[C:13]([CH2:14][C@@H:15]5[CH2:19][CH2:18][N:17]([C:20]([CH:22]6[CH2:24][CH2:23]6)=[O:21])[CH2:16]5)=[N:12][NH:11][C:10]4=[O:25])=[C:4]([F:26])[CH:3]=3)=[CH:43][C:39]=2[CH:40]=[CH:41]1. The yield is 0.460. (3) The reactants are [CH3:1][O:2][CH2:3][C@@H:4]([O:6][C:7]1[CH:12]=[CH:11][N:10]=[CH:9][CH:8]=1)[CH3:5].C(O)(=O)C. The catalyst is CO.[Pt](=O)=O.[Rh]. The product is [CH3:1][O:2][CH2:3][C@@H:4]([O:6][CH:7]1[CH2:8][CH2:9][NH:10][CH2:11][CH2:12]1)[CH3:5]. The yield is 0.161. (4) The reactants are [Cl-].O[NH3+:3].[C:4](=[O:7])([O-])[OH:5].[Na+].CS(C)=O.[CH3:13][C:14]1([CH3:50])[CH2:18][C:17]2[CH:19]=[C:20]([N:23]3[C:28](=[O:29])[C:27]([CH2:30][C:31]4[CH:36]=[CH:35][C:34]([C:37]5[C:38]([C:43]#[N:44])=[CH:39][CH:40]=[CH:41][CH:42]=5)=[C:33]([F:45])[CH:32]=4)=[C:26]([CH2:46][CH2:47][CH3:48])[N:25]=[C:24]3[CH3:49])[CH:21]=[CH:22][C:16]=2[O:15]1. The catalyst is C(OCC)(=O)C. The product is [CH3:13][C:14]1([CH3:50])[CH2:18][C:17]2[CH:19]=[C:20]([N:23]3[C:28](=[O:29])[C:27]([CH2:30][C:31]4[CH:36]=[CH:35][C:34]([C:37]5[CH:42]=[CH:41][CH:40]=[CH:39][C:38]=5[C:43]5[NH:3][C:4](=[O:7])[O:5][N:44]=5)=[C:33]([F:45])[CH:32]=4)=[C:26]([CH2:46][CH2:47][CH3:48])[N:25]=[C:24]3[CH3:49])[CH:21]=[CH:22][C:16]=2[O:15]1. The yield is 0.550.